Dataset: Forward reaction prediction with 1.9M reactions from USPTO patents (1976-2016). Task: Predict the product of the given reaction. Given the reactants [OH:1][CH2:2][CH2:3][NH:4][S:5]([C:8]1[CH:13]=[CH:12][C:11]([N+:14]([O-])=O)=[CH:10][CH:9]=1)(=[O:7])=[O:6].[H][H], predict the reaction product. The product is: [OH:1][CH2:2][CH2:3][NH:4][S:5]([C:8]1[CH:13]=[CH:12][C:11]([NH2:14])=[CH:10][CH:9]=1)(=[O:7])=[O:6].